From a dataset of Forward reaction prediction with 1.9M reactions from USPTO patents (1976-2016). Predict the product of the given reaction. (1) Given the reactants [Cl:1]N1C(=O)CCC1=O.CN(C)C=O.[CH3:14][O:15][C:16]1[CH:21]=[C:20]([CH3:22])[CH:19]=[CH:18][N:17]=1, predict the reaction product. The product is: [Cl:1][C:19]1[C:20]([CH3:22])=[CH:21][C:16]([O:15][CH3:14])=[N:17][CH:18]=1. (2) Given the reactants [NH2:1][C@@H:2]([C:27]1[CH:32]=[CH:31][CH:30]=[CH:29][CH:28]=1)[C:3]([N:5]1[C@H:10]([C:11]([NH:13][C@H:14]2[C:23]3[C:18](=[CH:19][CH:20]=[CH:21][CH:22]=3)[O:17][CH2:16][CH2:15]2)=[O:12])[CH2:9][N:8]2[CH2:24][CH2:25][CH2:26][C@@H:7]2[CH2:6]1)=[O:4].[C:33]([O:37][C:38]([N:40]([CH3:46])[C@H:41]([C:43](O)=[O:44])[CH3:42])=[O:39])([CH3:36])([CH3:35])[CH3:34].F[P-](F)(F)(F)(F)F.N1(OC(N(C)C)=[N+](C)C)C2N=CC=CC=2N=N1.C(N(CC)C(C)C)(C)C, predict the reaction product. The product is: [C:33]([O:37][C:38](=[O:39])[N:40]([C@@H:41]([CH3:42])[C:43]([NH:1][C@@H:2]([C:27]1[CH:32]=[CH:31][CH:30]=[CH:29][CH:28]=1)[C:3]([N:5]1[C@H:10]([C:11](=[O:12])[NH:13][C@H:14]2[C:23]3[C:18](=[CH:19][CH:20]=[CH:21][CH:22]=3)[O:17][CH2:16][CH2:15]2)[CH2:9][N:8]2[CH2:24][CH2:25][CH2:26][C@@H:7]2[CH2:6]1)=[O:4])=[O:44])[CH3:46])([CH3:36])([CH3:34])[CH3:35]. (3) Given the reactants [F:1][C:2]1[CH:7]=[CH:6][CH:5]=[CH:4][C:3]=1[N:8]1[C:16](=[O:17])[C:15]2[C@@H:14]3[C:18]([CH3:20])([CH3:19])[C@@:11]([CH3:21])([CH2:12][CH2:13]3)[C:10]=2[NH:9]1.[CH2:22](Br)[C:23]1[CH:28]=[CH:27][CH:26]=[CH:25][CH:24]=1, predict the reaction product. The product is: [CH2:22]([N:9]1[C:10]2[C@@:11]3([CH3:21])[C:18]([CH3:20])([CH3:19])[C@H:14]([CH2:13][CH2:12]3)[C:15]=2[C:16](=[O:17])[N:8]1[C:3]1[CH:4]=[CH:5][CH:6]=[CH:7][C:2]=1[F:1])[C:23]1[CH:28]=[CH:27][CH:26]=[CH:25][CH:24]=1. (4) The product is: [OH:28][CH2:27][C@H:24]1[CH2:25][CH2:26][N:22]([C:3]2[C:2]([C:32]3[S:31][C:30]([CH3:29])=[N:34][CH:33]=3)=[CH:21][C:6]([C:7]([NH:9][C:10]3[CH:15]=[CH:14][C:13]([O:16][C:17]([F:20])([F:19])[F:18])=[CH:12][CH:11]=3)=[O:8])=[CH:5][N:4]=2)[CH2:23]1. Given the reactants Br[C:2]1[C:3]([N:22]2[CH2:26][CH2:25][C@H:24]([CH2:27][OH:28])[CH2:23]2)=[N:4][CH:5]=[C:6]([CH:21]=1)[C:7]([NH:9][C:10]1[CH:15]=[CH:14][C:13]([O:16][C:17]([F:20])([F:19])[F:18])=[CH:12][CH:11]=1)=[O:8].[CH3:29][C:30]1[S:31][C:32](B2OC(C)(C)C(C)(C)O2)=[CH:33][N:34]=1.C([O-])([O-])=O.[Na+].[Na+], predict the reaction product. (5) Given the reactants [OH:1][C:2]([CH3:35])([CH3:34])[CH2:3][C@@:4]1([C:28]2[CH:33]=[CH:32][CH:31]=[CH:30][CH:29]=2)[O:9][C:8](=[O:10])[N:7]([C@H:11]([C:13]2[CH:18]=[CH:17][C:16](B3OC(C)(C)C(C)(C)O3)=[CH:15][CH:14]=2)[CH3:12])[CH2:6][CH2:5]1.Br[C:37]1[CH:38]=[CH:39][C:40](=[O:46])[N:41]([CH:43]2[CH2:45][CH2:44]2)[CH:42]=1.C([O-])([O-])=O.[Cs+].[Cs+], predict the reaction product. The product is: [CH:43]1([N:41]2[C:40](=[O:46])[CH:39]=[CH:38][C:37]([C:16]3[CH:15]=[CH:14][C:13]([C@@H:11]([N:7]4[CH2:6][CH2:5][C@:4]([CH2:3][C:2]([OH:1])([CH3:34])[CH3:35])([C:28]5[CH:33]=[CH:32][CH:31]=[CH:30][CH:29]=5)[O:9][C:8]4=[O:10])[CH3:12])=[CH:18][CH:17]=3)=[CH:42]2)[CH2:45][CH2:44]1. (6) Given the reactants [NH2:1][CH2:2][C:3]1[CH:4]=[CH:5][C:6]2[S:11][C:10]3[N:12]=[CH:13][CH:14]=[N:15][C:9]=3[N:8]([CH2:16][O:17][CH3:18])[C:7]=2[CH:19]=1.[Cl-].[NH4+].[C:22](OCC)(=[O:24])C, predict the reaction product. The product is: [CH3:18][O:17][CH2:16][N:8]1[C:7]2[CH:19]=[C:3]([CH2:2][NH:1][CH:22]=[O:24])[CH:4]=[CH:5][C:6]=2[S:11][C:10]2[N:12]=[CH:13][CH:14]=[N:15][C:9]1=2. (7) Given the reactants [Cl:1][C:2]1[CH:11]=[C:10]2[C:5]([CH2:6][CH2:7][CH2:8][C:9]2=O)=[CH:4][CH:3]=1.[NH2:13][C:14]1[S:15][CH2:16][CH2:17][N:18]=1.[BH4-].[Na+].[C@H](O)(C([O-])=O)[C@@H](O)C([O-])=O.[Na+].[K+], predict the reaction product. The product is: [Cl:1][C:2]1[CH:11]=[C:10]2[C:5]([CH2:6][CH2:7][CH2:8][CH:9]2[NH:13][C:14]2[S:15][CH2:16][CH2:17][N:18]=2)=[CH:4][CH:3]=1.